Regression. Given two drug SMILES strings and cell line genomic features, predict the synergy score measuring deviation from expected non-interaction effect. From a dataset of NCI-60 drug combinations with 297,098 pairs across 59 cell lines. (1) Drug 1: CS(=O)(=O)C1=CC(=C(C=C1)C(=O)NC2=CC(=C(C=C2)Cl)C3=CC=CC=N3)Cl. Drug 2: CC1=CC2C(CCC3(C2CCC3(C(=O)C)OC(=O)C)C)C4(C1=CC(=O)CC4)C. Cell line: PC-3. Synergy scores: CSS=4.08, Synergy_ZIP=1.17, Synergy_Bliss=2.13, Synergy_Loewe=-2.31, Synergy_HSA=-1.12. (2) Drug 1: CNC(=O)C1=CC=CC=C1SC2=CC3=C(C=C2)C(=NN3)C=CC4=CC=CC=N4. Drug 2: CC1C(C(CC(O1)OC2CC(CC3=C2C(=C4C(=C3O)C(=O)C5=CC=CC=C5C4=O)O)(C(=O)C)O)N)O. Cell line: DU-145. Synergy scores: CSS=39.3, Synergy_ZIP=2.69, Synergy_Bliss=3.32, Synergy_Loewe=-32.1, Synergy_HSA=1.70. (3) Drug 1: CC1=C2C(C(=O)C3(C(CC4C(C3C(C(C2(C)C)(CC1OC(=O)C(C(C5=CC=CC=C5)NC(=O)OC(C)(C)C)O)O)OC(=O)C6=CC=CC=C6)(CO4)OC(=O)C)O)C)O. Drug 2: CS(=O)(=O)OCCCCOS(=O)(=O)C. Cell line: SF-539. Synergy scores: CSS=14.8, Synergy_ZIP=0.771, Synergy_Bliss=3.96, Synergy_Loewe=10.4, Synergy_HSA=4.43. (4) Drug 1: CC1=C2C(C(=O)C3(C(CC4C(C3C(C(C2(C)C)(CC1OC(=O)C(C(C5=CC=CC=C5)NC(=O)OC(C)(C)C)O)O)OC(=O)C6=CC=CC=C6)(CO4)OC(=O)C)O)C)O. Drug 2: CN(C(=O)NC(C=O)C(C(C(CO)O)O)O)N=O. Cell line: NCI-H226. Synergy scores: CSS=19.2, Synergy_ZIP=-5.44, Synergy_Bliss=-2.26, Synergy_Loewe=-24.5, Synergy_HSA=-0.0702. (5) Synergy scores: CSS=-4.31, Synergy_ZIP=0.674, Synergy_Bliss=-1.33, Synergy_Loewe=-6.84, Synergy_HSA=-6.33. Drug 1: CC1=C(C=C(C=C1)C(=O)NC2=CC(=CC(=C2)C(F)(F)F)N3C=C(N=C3)C)NC4=NC=CC(=N4)C5=CN=CC=C5. Drug 2: COCCOC1=C(C=C2C(=C1)C(=NC=N2)NC3=CC=CC(=C3)C#C)OCCOC.Cl. Cell line: HL-60(TB). (6) Cell line: M14. Drug 1: C1=NC2=C(N=C(N=C2N1C3C(C(C(O3)CO)O)O)F)N. Synergy scores: CSS=16.2, Synergy_ZIP=2.88, Synergy_Bliss=0.774, Synergy_Loewe=-54.1, Synergy_HSA=1.14. Drug 2: CC1CCC2CC(C(=CC=CC=CC(CC(C(=O)C(C(C(=CC(C(=O)CC(OC(=O)C3CCCCN3C(=O)C(=O)C1(O2)O)C(C)CC4CCC(C(C4)OC)O)C)C)O)OC)C)C)C)OC. (7) Drug 1: CC1=C(N=C(N=C1N)C(CC(=O)N)NCC(C(=O)N)N)C(=O)NC(C(C2=CN=CN2)OC3C(C(C(C(O3)CO)O)O)OC4C(C(C(C(O4)CO)O)OC(=O)N)O)C(=O)NC(C)C(C(C)C(=O)NC(C(C)O)C(=O)NCCC5=NC(=CS5)C6=NC(=CS6)C(=O)NCCC[S+](C)C)O. Drug 2: C#CCC(CC1=CN=C2C(=N1)C(=NC(=N2)N)N)C3=CC=C(C=C3)C(=O)NC(CCC(=O)O)C(=O)O. Cell line: NCI-H460. Synergy scores: CSS=48.3, Synergy_ZIP=0.247, Synergy_Bliss=0.235, Synergy_Loewe=0.0539, Synergy_HSA=0.140. (8) Drug 1: C1CN1C2=NC(=NC(=N2)N3CC3)N4CC4. Cell line: SR. Synergy scores: CSS=83.0, Synergy_ZIP=-0.0468, Synergy_Bliss=-0.266, Synergy_Loewe=-1.84, Synergy_HSA=-0.326. Drug 2: B(C(CC(C)C)NC(=O)C(CC1=CC=CC=C1)NC(=O)C2=NC=CN=C2)(O)O. (9) Drug 1: C1=CC=C(C=C1)NC(=O)CCCCCCC(=O)NO. Synergy scores: CSS=2.86, Synergy_ZIP=0.936, Synergy_Bliss=3.33, Synergy_Loewe=-2.01, Synergy_HSA=0.863. Cell line: NCI-H226. Drug 2: C1=CC=C(C(=C1)C(C2=CC=C(C=C2)Cl)C(Cl)Cl)Cl. (10) Drug 1: CCN(CC)CCNC(=O)C1=C(NC(=C1C)C=C2C3=C(C=CC(=C3)F)NC2=O)C. Drug 2: CC1C(C(CC(O1)OC2CC(CC3=C2C(=C4C(=C3O)C(=O)C5=CC=CC=C5C4=O)O)(C(=O)C)O)N)O. Cell line: DU-145. Synergy scores: CSS=37.9, Synergy_ZIP=3.16, Synergy_Bliss=1.62, Synergy_Loewe=-31.8, Synergy_HSA=1.09.